Dataset: Catalyst prediction with 721,799 reactions and 888 catalyst types from USPTO. Task: Predict which catalyst facilitates the given reaction. (1) Reactant: Cl[S:2]([C:5]1[CH:6]=[C:7]([C:18]([O:20][CH2:21][CH3:22])=[O:19])[N:8]([CH2:11][CH:12]2[CH2:17][CH2:16][CH2:15][CH2:14][CH2:13]2)[C:9]=1[CH3:10])(=[O:4])=[O:3].[O-]S([O-])=O.[Na+].[Na+].C([O-])([O-])=O.[Na+].[Na+].Br[CH2:36][CH:37]1[CH2:39][CH2:38]1. Product: [CH:12]1([CH2:11][N:8]2[C:9]([CH3:10])=[C:5]([S:2]([CH2:36][CH:37]3[CH2:39][CH2:38]3)(=[O:4])=[O:3])[CH:6]=[C:7]2[C:18]([O:20][CH2:21][CH3:22])=[O:19])[CH2:17][CH2:16][CH2:15][CH2:14][CH2:13]1. The catalyst class is: 95. (2) Reactant: [CH3:1][C:2]1[CH:9]=[C:8]([O:10][CH2:11][C:12]2[NH:16][N:15]=[N:14][N:13]=2)[CH:7]=[C:6]([CH3:17])[C:3]=1[CH:4]=O.[NH2:18][C:19]1[CH:20]=[C:21]([CH:33]=[CH:34][C:35]=1[NH2:36])[C:22]([NH:24][C:25]1[CH:30]=[CH:29][C:28]([CH3:31])=[C:27]([CH3:32])[CH:26]=1)=[O:23].C(S([O-])(=O)=O)(F)(F)F.C(S([O-])(=O)=O)(F)(F)F.C(S([O-])(=O)=O)(F)(F)F.[Yb+3].O(S(C(F)(F)F)(=O)=O)S(C(F)(F)F)(=O)=O. Product: [CH3:32][C:27]1[CH:26]=[C:25]([NH:24][C:22]([C:21]2[CH:33]=[CH:34][C:35]3[N:36]=[C:4]([C:3]4[C:2]([CH3:1])=[CH:9][C:8]([O:10][CH2:11][C:12]5[NH:16][N:15]=[N:14][N:13]=5)=[CH:7][C:6]=4[CH3:17])[NH:18][C:19]=3[CH:20]=2)=[O:23])[CH:30]=[CH:29][C:28]=1[CH3:31]. The catalyst class is: 376.